From a dataset of Full USPTO retrosynthesis dataset with 1.9M reactions from patents (1976-2016). Predict the reactants needed to synthesize the given product. (1) Given the product [Cl:8][C:5]1[N:4]=[C:3]([NH2:9])[C:2]([O:11][CH3:10])=[N:7][CH:6]=1, predict the reactants needed to synthesize it. The reactants are: Br[C:2]1[C:3]([NH2:9])=[N:4][C:5]([Cl:8])=[CH:6][N:7]=1.[CH3:10][O-:11].[Na+]. (2) Given the product [Br:20][C:8]([CH3:9])=[C:7]([C:10]1[CH:11]=[CH:12][CH:13]=[CH:14][CH:15]=1)[C:1]1[CH:6]=[CH:5][CH:4]=[CH:3][CH:2]=1, predict the reactants needed to synthesize it. The reactants are: [C:1]1([C:7]([C:10]2[CH:15]=[CH:14][CH:13]=[CH:12][CH:11]=2)=[CH:8][CH3:9])[CH:6]=[CH:5][CH:4]=[CH:3][CH:2]=1.ClCCCl.[Br:20]Br.N1C=CC=CC=1. (3) Given the product [Cl:32][C:31]1[CH:30]=[CH:29][C:28]([CH2:33][CH2:34][NH:35][C:36](=[O:38])[CH3:37])=[CH:27][C:26]=1[CH2:25][OH:24], predict the reactants needed to synthesize it. The reactants are: CCCC[N+](CCCC)(CCCC)CCCC.[F-].C([SiH2][O:24][C:25](C)(C)[C:26]1[CH:27]=[C:28]([CH2:33][CH2:34][NH:35][C:36](=[O:38])[CH3:37])[CH:29]=[CH:30][C:31]=1[Cl:32])(C)(C)C.[NH4+].[Cl-]. (4) Given the product [CH3:13][C:12]1[C:7]([NH:6][CH:1]([CH2:5][CH3:4])[CH2:2][CH3:3])=[N:8][C:9]([NH:15][CH2:16][C:17]2[CH:22]=[CH:21][CH:20]=[CH:19][N:18]=2)=[N:10][C:11]=1[CH3:14], predict the reactants needed to synthesize it. The reactants are: [CH:1]1([NH:6][C:7]2[C:12]([CH3:13])=[C:11]([CH3:14])[N:10]=[C:9]([NH:15][CH2:16][C:17]3[CH:22]=[CH:21][CH:20]=[CH:19][N:18]=3)[N:8]=2)[CH2:5][CH2:4][CH2:3][CH2:2]1.C1(N)CCC1. (5) The reactants are: [NH2:1][CH:2]1[CH2:7][CH2:6][N:5]([C:8]([O:10][CH2:11][C:12]2[CH:17]=[CH:16][CH:15]=[CH:14][CH:13]=2)=[O:9])[CH2:4][CH2:3]1.[C:18]([NH:25][CH2:26][CH:27]=O)([O:20][C:21]([CH3:24])([CH3:23])[CH3:22])=[O:19].[BH4-].[Na+]. Given the product [CH2:11]([O:10][C:8]([N:5]1[CH2:4][CH2:3][CH:2]([NH:1][CH2:27][CH2:26][NH:25][C:18]([O:20][C:21]([CH3:24])([CH3:23])[CH3:22])=[O:19])[CH2:7][CH2:6]1)=[O:9])[C:12]1[CH:17]=[CH:16][CH:15]=[CH:14][CH:13]=1, predict the reactants needed to synthesize it. (6) Given the product [F:22][C:23]1[CH:28]=[CH:27][CH:26]=[CH:25][C:24]=1[N:29]1[C:12](=[O:14])[C:3]2=[CH:4][NH:5][C:6]3[CH:7]=[CH:8][CH:9]=[CH:10][C:11]=3[C:2]2=[N:30]1, predict the reactants needed to synthesize it. The reactants are: O=[C:2]1[C:11]2[C:6](=[CH:7][CH:8]=[CH:9][CH:10]=2)[NH:5][CH:4]=[C:3]1[C:12]([O:14]CC)=O.P(Cl)(Cl)(Cl)=O.[F:22][C:23]1[CH:28]=[CH:27][CH:26]=[CH:25][C:24]=1[NH:29][NH2:30].C(=O)([O-])[O-].[K+].[K+].